From a dataset of NCI-60 drug combinations with 297,098 pairs across 59 cell lines. Regression. Given two drug SMILES strings and cell line genomic features, predict the synergy score measuring deviation from expected non-interaction effect. (1) Drug 1: CC1=C2C(C(=O)C3(C(CC4C(C3C(C(C2(C)C)(CC1OC(=O)C(C(C5=CC=CC=C5)NC(=O)OC(C)(C)C)O)O)OC(=O)C6=CC=CC=C6)(CO4)OC(=O)C)OC)C)OC. Drug 2: CCCS(=O)(=O)NC1=C(C(=C(C=C1)F)C(=O)C2=CNC3=C2C=C(C=N3)C4=CC=C(C=C4)Cl)F. Cell line: T-47D. Synergy scores: CSS=20.2, Synergy_ZIP=-0.970, Synergy_Bliss=-3.29, Synergy_Loewe=-24.7, Synergy_HSA=-4.35. (2) Drug 1: C1=CC=C(C(=C1)C(C2=CC=C(C=C2)Cl)C(Cl)Cl)Cl. Drug 2: C1CN(P(=O)(OC1)NCCCl)CCCl. Cell line: SF-539. Synergy scores: CSS=4.33, Synergy_ZIP=-1.14, Synergy_Bliss=-1.02, Synergy_Loewe=3.49, Synergy_HSA=1.42. (3) Drug 1: C1C(C(OC1N2C=C(C(=O)NC2=O)F)CO)O. Drug 2: CCC1(CC2CC(C3=C(CCN(C2)C1)C4=CC=CC=C4N3)(C5=C(C=C6C(=C5)C78CCN9C7C(C=CC9)(C(C(C8N6C=O)(C(=O)OC)O)OC(=O)C)CC)OC)C(=O)OC)O.OS(=O)(=O)O. Cell line: HL-60(TB). Synergy scores: CSS=28.9, Synergy_ZIP=5.66, Synergy_Bliss=3.31, Synergy_Loewe=-32.6, Synergy_HSA=-9.50. (4) Drug 1: C1CCC(C1)C(CC#N)N2C=C(C=N2)C3=C4C=CNC4=NC=N3. Drug 2: C1C(C(OC1N2C=C(C(=O)NC2=O)F)CO)O. Synergy scores: CSS=29.2, Synergy_ZIP=-21.0, Synergy_Bliss=-38.7, Synergy_Loewe=-47.0, Synergy_HSA=-37.3. Cell line: SR. (5) Drug 1: CC12CCC(CC1=CCC3C2CCC4(C3CC=C4C5=CN=CC=C5)C)O. Drug 2: CC1=C(C=C(C=C1)NC(=O)C2=CC=C(C=C2)CN3CCN(CC3)C)NC4=NC=CC(=N4)C5=CN=CC=C5. Cell line: HT29. Synergy scores: CSS=15.3, Synergy_ZIP=4.22, Synergy_Bliss=3.61, Synergy_Loewe=1.72, Synergy_HSA=1.89.